The task is: Regression. Given two drug SMILES strings and cell line genomic features, predict the synergy score measuring deviation from expected non-interaction effect.. This data is from NCI-60 drug combinations with 297,098 pairs across 59 cell lines. (1) Drug 1: C(CN)CNCCSP(=O)(O)O. Drug 2: B(C(CC(C)C)NC(=O)C(CC1=CC=CC=C1)NC(=O)C2=NC=CN=C2)(O)O. Cell line: CAKI-1. Synergy scores: CSS=46.6, Synergy_ZIP=1.75, Synergy_Bliss=1.27, Synergy_Loewe=-47.3, Synergy_HSA=0.948. (2) Drug 1: CC1=C2C(C(=O)C3(C(CC4C(C3C(C(C2(C)C)(CC1OC(=O)C(C(C5=CC=CC=C5)NC(=O)OC(C)(C)C)O)O)OC(=O)C6=CC=CC=C6)(CO4)OC(=O)C)OC)C)OC. Drug 2: CN(CCCl)CCCl.Cl. Cell line: UO-31. Synergy scores: CSS=41.6, Synergy_ZIP=0.183, Synergy_Bliss=2.98, Synergy_Loewe=-31.0, Synergy_HSA=4.12. (3) Drug 1: CC1=C(C=C(C=C1)NC(=O)C2=CC=C(C=C2)CN3CCN(CC3)C)NC4=NC=CC(=N4)C5=CN=CC=C5. Drug 2: CC(C)CN1C=NC2=C1C3=CC=CC=C3N=C2N. Cell line: SF-268. Synergy scores: CSS=2.06, Synergy_ZIP=1.03, Synergy_Bliss=2.90, Synergy_Loewe=0.198, Synergy_HSA=0.392. (4) Drug 2: C(CN)CNCCSP(=O)(O)O. Cell line: HT29. Drug 1: CC1=CC=C(C=C1)C2=CC(=NN2C3=CC=C(C=C3)S(=O)(=O)N)C(F)(F)F. Synergy scores: CSS=-1.48, Synergy_ZIP=4.54, Synergy_Bliss=6.11, Synergy_Loewe=2.16, Synergy_HSA=0.939. (5) Drug 1: CC1=C2C(C(=O)C3(C(CC4C(C3C(C(C2(C)C)(CC1OC(=O)C(C(C5=CC=CC=C5)NC(=O)C6=CC=CC=C6)O)O)OC(=O)C7=CC=CC=C7)(CO4)OC(=O)C)O)C)OC(=O)C. Drug 2: CC(C)(C#N)C1=CC(=CC(=C1)CN2C=NC=N2)C(C)(C)C#N. Cell line: HT29. Synergy scores: CSS=6.58, Synergy_ZIP=2.75, Synergy_Bliss=-3.82, Synergy_Loewe=-1.74, Synergy_HSA=-1.57. (6) Drug 1: COC1=CC(=CC(=C1O)OC)C2C3C(COC3=O)C(C4=CC5=C(C=C24)OCO5)OC6C(C(C7C(O6)COC(O7)C8=CC=CS8)O)O. Drug 2: C1CCC(C(C1)N)N.C(=O)(C(=O)[O-])[O-].[Pt+4]. Cell line: SF-539. Synergy scores: CSS=39.7, Synergy_ZIP=-1.75, Synergy_Bliss=-1.61, Synergy_Loewe=-4.65, Synergy_HSA=0.798. (7) Drug 2: CC1CCC2CC(C(=CC=CC=CC(CC(C(=O)C(C(C(=CC(C(=O)CC(OC(=O)C3CCCCN3C(=O)C(=O)C1(O2)O)C(C)CC4CCC(C(C4)OC)O)C)C)O)OC)C)C)C)OC. Drug 1: CCC1(CC2CC(C3=C(CCN(C2)C1)C4=CC=CC=C4N3)(C5=C(C=C6C(=C5)C78CCN9C7C(C=CC9)(C(C(C8N6C=O)(C(=O)OC)O)OC(=O)C)CC)OC)C(=O)OC)O.OS(=O)(=O)O. Synergy scores: CSS=5.84, Synergy_ZIP=4.27, Synergy_Bliss=-0.276, Synergy_Loewe=-0.771, Synergy_HSA=-0.308. Cell line: NCI/ADR-RES.